This data is from HIV replication inhibition screening data with 41,000+ compounds from the AIDS Antiviral Screen. The task is: Binary Classification. Given a drug SMILES string, predict its activity (active/inactive) in a high-throughput screening assay against a specified biological target. (1) The compound is Cl.O=C(CSc1c2ccccc2nc2ccccc12)Nc1ccccc1-c1ccccc1NC(=O)CSc1c2ccccc2nc2ccccc12. The result is 0 (inactive). (2) The molecule is Cc1cnc2sn(-c3ccc(Oc4ccccc4)cc3)c(=O)c2c1. The result is 0 (inactive).